Task: Predict the product of the given reaction.. Dataset: Forward reaction prediction with 1.9M reactions from USPTO patents (1976-2016) Given the reactants Cl.Cl.[NH2:3][CH:4]([C:16]1[CH:21]=[CH:20][CH:19]=[CH:18][CH:17]=1)[C:5]([O:7][C@@H:8]1[CH:13]2[CH2:14][CH2:15][N:10]([CH2:11][CH2:12]2)[CH2:9]1)=[O:6].C(N(CC)CC)C.[CH3:29][S:30](Cl)(=[O:32])=[O:31], predict the reaction product. The product is: [CH3:29][S:30]([NH:3][CH:4]([C:16]1[CH:21]=[CH:20][CH:19]=[CH:18][CH:17]=1)[C:5]([O:7][C@@H:8]1[CH:13]2[CH2:12][CH2:11][N:10]([CH2:15][CH2:14]2)[CH2:9]1)=[O:6])(=[O:32])=[O:31].